From a dataset of HIV replication inhibition screening data with 41,000+ compounds from the AIDS Antiviral Screen. Binary Classification. Given a drug SMILES string, predict its activity (active/inactive) in a high-throughput screening assay against a specified biological target. (1) The molecule is ClC1(Cl)C2(Cl)C3(Cl)C4C2(Cl)C2(Cl)C4(Cl)C3(Cl)C12Cl. The result is 0 (inactive). (2) The drug is CC(=O)Oc1cc(Cl)c(C)c2c1C1CCC3(C)C(OC(C)=O)CCC3C1CC2. The result is 0 (inactive). (3) The drug is COc1ccc2nc3c(c(NCCCN(C)C)c2c1)CCCC3. The result is 0 (inactive). (4) The compound is Cc1cccc(C)c1NC(=O)C(=O)CC(=O)c1cccc([N+](=O)[O-])c1. The result is 0 (inactive). (5) The drug is COc1cccc(N2C(=O)C3CC(C)c4c([nH]c5ccccc45)C3C2=O)c1. The result is 0 (inactive). (6) The drug is COc1ccc(C=C2CCCc3ccccc3C2=O)cc1. The result is 0 (inactive). (7) The compound is C=Cc1c(C#N)nc(C)c(C)c1-c1ccc(OC)c(OC)c1OCc1ccccc1. The result is 0 (inactive). (8) The drug is N#CN=C1N=S(=O)(c2ccccc2)c2ccccc21. The result is 0 (inactive). (9) The drug is COc1ccc(-c2ncnc(-c3ccc(OC)c(OC)c3)n2)cc1OC. The result is 0 (inactive). (10) The result is 0 (inactive). The molecule is O=C(Cn1cc(F)c(=O)[nH]c1=O)C12CC3CC(CC(C3)C1)C2.